From a dataset of Full USPTO retrosynthesis dataset with 1.9M reactions from patents (1976-2016). Predict the reactants needed to synthesize the given product. The reactants are: NC1C=CC=CN=1.C(=O)CCCC.[CH3:14][C:15]1C(N)=C[C:29]2[C:17](=N[C:19]3[CH:24]=[CH:23][C:22]([N:25](C)C)=C[C:20]=3[N:28]=2)[CH:16]=1.Cl.C([BH3-])#N.[Na+]. Given the product [CH2:29]([NH:28][C:20]1[CH:19]=[CH:24][CH:23]=[CH:22][N:25]=1)[CH2:17][CH2:16][CH2:15][CH3:14], predict the reactants needed to synthesize it.